From a dataset of Forward reaction prediction with 1.9M reactions from USPTO patents (1976-2016). Predict the product of the given reaction. (1) Given the reactants [CH3:1][O:2][C:3](=[O:18])[CH2:4][O:5][CH2:6][CH2:7][O:8][C:9]1[CH:14]=[CH:13][C:12]([N+:15]([O-])=O)=[CH:11][CH:10]=1, predict the reaction product. The product is: [CH3:1][O:2][C:3](=[O:18])[CH2:4][O:5][CH2:6][CH2:7][O:8][C:9]1[CH:10]=[CH:11][C:12]([NH2:15])=[CH:13][CH:14]=1. (2) The product is: [CH:24]([C:25]1[CH:26]=[C:27]([CH2:31][C:32]([NH:34][C:35]2[CH:36]=[N:37][CH:38]=[C:39]([C:41]([C:43]3[C:51]4[CH:50]=[N:49][CH:48]=[N:47][C:46]=4[N:45]([CH:52]([CH3:54])[CH3:53])[CH:44]=3)=[O:42])[CH:40]=2)=[O:33])[CH:28]=[CH:29][CH:30]=1)=[O:23]. Given the reactants CC(OI1(OC(C)=O)(OC(C)=O)OC(=O)C2C=CC=CC1=2)=O.[OH:23][CH2:24][C:25]1[CH:26]=[C:27]([CH2:31][C:32]([NH:34][C:35]2[CH:36]=[N:37][CH:38]=[C:39]([C:41]([C:43]3[C:51]4[CH:50]=[N:49][CH:48]=[N:47][C:46]=4[N:45]([CH:52]([CH3:54])[CH3:53])[CH:44]=3)=[O:42])[CH:40]=2)=[O:33])[CH:28]=[CH:29][CH:30]=1.O, predict the reaction product. (3) Given the reactants [N+:1](=[CH:3][C:4]([O:6][CH2:7][CH3:8])=[O:5])=[N-:2].C([N-]C(C)C)(C)C.[Li+].C([Li])CCC.C(NC(C)C)(C)C.[C:29]1([C:35]2([C:42]3[CH:47]=[CH:46][CH:45]=[CH:44][CH:43]=3)[CH2:40][CH2:39][C:38](=O)[CH:37]=[CH:36]2)[CH:34]=[CH:33][CH:32]=[CH:31][CH:30]=1, predict the reaction product. The product is: [C:29]1([C:35]2([C:42]3[CH:43]=[CH:44][CH:45]=[CH:46][CH:47]=3)[CH2:36][C:37]3[C:38](=[C:3]([C:4]([O:6][CH2:7][CH3:8])=[O:5])[NH:1][N:2]=3)[CH:39]=[CH:40]2)[CH:30]=[CH:31][CH:32]=[CH:33][CH:34]=1. (4) Given the reactants N1[CH:6]=[CH:5][N:4]=[C:3]([C:7]([O:9][CH2:10][CH3:11])=[O:8])N=1.[C:12]1(=O)[CH2:16][CH2:15][CH2:14][CH2:13]1.N1CCCC1, predict the reaction product. The product is: [C:3]1([C:7]([O:9][CH2:10][CH3:11])=[O:8])[C:13]2[CH2:14][CH2:15][CH2:16][C:12]=2[CH:6]=[CH:5][N:4]=1. (5) Given the reactants [CH3:1][O:2][C:3]1[C:4](=[O:19])[C:5]([C:15]([O:17]C)=[O:16])=[N:6][N:7]([C:9]2[CH:10]=[N:11][CH:12]=[CH:13][CH:14]=2)[CH:8]=1.[ClH:20], predict the reaction product. The product is: [ClH:20].[CH3:1][O:2][C:3]1[C:4](=[O:19])[C:5]([C:15]([OH:17])=[O:16])=[N:6][N:7]([C:9]2[CH:10]=[N:11][CH:12]=[CH:13][CH:14]=2)[CH:8]=1. (6) Given the reactants C(N([C:13]1[CH:18]=[CH:17][C:16]([OH:19])=[CH:15][CH:14]=1)CC(O)=O)(OC(C)(C)C)=O.[NH2:20][CH2:21][CH2:22][S:23]([OH:26])(=[O:25])=[O:24].[CH2:27]([N+:31](CCCC)(CCCC)CCCC)[CH2:28]CC.CN(C([O:51]N1N=NC2C=CC=CC1=2)=[N+](C)C)C.[B-](F)(F)(F)F, predict the reaction product. The product is: [NH2:31][C@H:27]([C:13]1[CH:14]=[CH:15][C:16]([OH:19])=[CH:17][CH:18]=1)[C:28]([NH:20][CH2:21][CH2:22][S:23]([OH:26])(=[O:25])=[O:24])=[O:51]. (7) Given the reactants [CH3:1][O:2][C:3](=[O:12])[C:4]1[CH:9]=[C:8]([NH2:10])[CH:7]=[CH:6][C:5]=1[OH:11].Cl.Cl[CH2:15][CH2:16][N:17]1[CH2:21][CH2:20][CH2:19][CH2:18]1.C(=O)([O-])[O-].[Cs+].[Cs+].O, predict the reaction product. The product is: [CH3:1][O:2][C:3](=[O:12])[C:4]1[CH:9]=[C:8]([NH2:10])[CH:7]=[CH:6][C:5]=1[O:11][CH2:15][CH2:16][N:17]1[CH2:21][CH2:20][CH2:19][CH2:18]1.